This data is from Full USPTO retrosynthesis dataset with 1.9M reactions from patents (1976-2016). The task is: Predict the reactants needed to synthesize the given product. The reactants are: [C:1]([N:4]1[C:13]2[C:8](=[CH:9][C:10]([C:14]([NH2:16])=[O:15])=[CH:11][CH:12]=2)[C@H:7]([NH:17][C:18]2[CH:23]=[CH:22][C:21]([N:24]3[CH2:29][CH2:28][O:27][CH2:26][CH2:25]3)=[CH:20][CH:19]=2)[CH2:6][C@@H:5]1[CH3:30])(=[O:3])[CH3:2].[CH:31](N(CC)C(C)C)(C)C.CCl.N[CH2:43][CH2:44][CH2:45][CH2:46][CH2:47][C:48]([OH:50])=[O:49].O. Given the product [C:1]([N:4]1[C:13]2[C:8](=[CH:9][C:10]([C:14]([NH:16][CH2:43][CH2:44][CH2:45][CH2:46][CH2:47][C:48]([O:50][CH3:31])=[O:49])=[O:15])=[CH:11][CH:12]=2)[C@H:7]([NH:17][C:18]2[CH:19]=[CH:20][C:21]([N:24]3[CH2:25][CH2:26][O:27][CH2:28][CH2:29]3)=[CH:22][CH:23]=2)[CH2:6][C@@H:5]1[CH3:30])(=[O:3])[CH3:2], predict the reactants needed to synthesize it.